This data is from Full USPTO retrosynthesis dataset with 1.9M reactions from patents (1976-2016). The task is: Predict the reactants needed to synthesize the given product. (1) Given the product [OH:29][C@H:28]([CH2:27][OH:26])[CH2:30][O:31][NH:32][C:5](=[O:7])[C:4]1[CH:8]=[CH:9][C:10]([F:11])=[C:2]([F:1])[C:3]=1[NH:12][C:13]1[CH:18]=[CH:17][C:16]([I:19])=[CH:15][C:14]=1[F:20], predict the reactants needed to synthesize it. The reactants are: [F:1][C:2]1[C:3]([NH:12][C:13]2[CH:18]=[CH:17][C:16]([I:19])=[CH:15][C:14]=2[F:20])=[C:4]([CH:8]=[CH:9][C:10]=1[F:11])[C:5]([OH:7])=O.C(#N)C.CC1(C)[O:29][C@@H:28]([CH2:30][O:31][NH2:32])[CH2:27][O:26]1.Cl. (2) Given the product [Cl:60][C:2]1[CH:3]=[CH:4][C:5]2[CH2:11][CH2:10][NH:9][CH2:8][CH:7]([CH3:12])[C:6]=2[CH:13]=1, predict the reactants needed to synthesize it. The reactants are: Br[C:2]1[CH:3]=[CH:4][C:5]2[CH2:11][CH2:10][NH:9][CH2:8][CH:7]([CH3:12])[C:6]=2[CH:13]=1.IC1C=CC2CCNCC(C)C=2C=1.FC(F)(F)C1C=CC2CCNCC(C)C=2C=1.FC(F)(F)C1C=CC2CCNCC(CC)C=2C=1.[Cl:60]C1C=CC2CCNCC(CC)C=2C=1.BrC1C=CC2CCNCC(CC)C=2C=1.IC1C=CC2CCNCC(CC)C=2C=1.ClC1C(Cl)=CC2C(C)CNCCC=2C=1.ClC1C(F)=CC2CCNCC(C)C=2C=1.ClC1C(F)=CC2CCNCC(CC)C=2C=1. (3) The reactants are: [ClH:1].[NH2:2][CH2:3][C:4]1[CH:5]=[C:6]2[C:11](=[CH:12][CH:13]=1)[N:10]=[C:9]([CH3:14])[N:8]([CH:15]1[CH2:20][CH2:19][C:18](=[O:21])[NH:17][C:16]1=[O:22])[C:7]2=[O:23].C(N(CC)[CH:28]([CH3:30])[CH3:29])(C)C. Given the product [Cl:1][C:29]1[CH:28]=[CH:30][C:19]([C:18]([NH:2][CH2:3][C:4]2[CH:5]=[C:6]3[C:11](=[CH:12][CH:13]=2)[N:10]=[C:9]([CH3:14])[N:8]([CH:15]2[CH2:20][CH2:19][C:18](=[O:21])[NH:17][C:16]2=[O:22])[C:7]3=[O:23])=[O:21])=[CH:20][CH:15]=1, predict the reactants needed to synthesize it. (4) Given the product [NH2:25][C:20]1[CH:21]=[N:22][CH:23]=[CH:24][C:19]=1[C:4]1[CH2:3][C:2]([CH3:28])([CH3:1])[CH2:7][CH:6]([N:8]2[C:9](=[O:18])[C:10]3[C:15](=[CH:14][CH:13]=[CH:12][CH:11]=3)[C:16]2=[O:17])[CH:5]=1, predict the reactants needed to synthesize it. The reactants are: [CH3:1][C:2]1([CH3:28])[CH2:7][CH:6]([N:8]2[C:16](=[O:17])[C:15]3[C:10](=[CH:11][CH:12]=[CH:13][CH:14]=3)[C:9]2=[O:18])[CH:5]=[C:4]([C:19]2[CH:24]=[CH:23][N:22]=[CH:21][C:20]=2[N+:25]([O-])=O)[CH2:3]1.[H][H]. (5) Given the product [Cl:16][C:13]1[CH:14]=[CH:15][C:10]([C:8]2[S:9][C:5]([C:3]([OH:4])=[O:2])=[C:6]([CH2:17][CH:18]([O:21][CH3:22])[O:19][CH3:20])[N:7]=2)=[CH:11][CH:12]=1, predict the reactants needed to synthesize it. The reactants are: C[O:2][C:3]([C:5]1[S:9][C:8]([C:10]2[CH:15]=[CH:14][C:13]([Cl:16])=[CH:12][CH:11]=2)=[N:7][C:6]=1[CH2:17][CH:18]([O:21][CH3:22])[O:19][CH3:20])=[O:4].[OH-].[Na+]. (6) Given the product [CH3:18][C:17]1[C:12]([C:6]2[N:7]=[C:8]3[C:3]([C:2]([NH:19][C:20]4[N:21]=[CH:22][C:23]([C:26]([F:29])([F:27])[F:28])=[CH:24][N:25]=4)=[CH:11][CH:10]=[N:9]3)=[CH:4][CH:5]=2)=[N:13][CH:14]=[CH:15][CH:16]=1, predict the reactants needed to synthesize it. The reactants are: Cl[C:2]1[CH:11]=[CH:10][N:9]=[C:8]2[C:3]=1[CH:4]=[CH:5][C:6]([C:12]1[C:17]([CH3:18])=[CH:16][CH:15]=[CH:14][N:13]=1)=[N:7]2.[NH2:19][C:20]1[N:25]=[CH:24][C:23]([C:26]([F:29])([F:28])[F:27])=[CH:22][N:21]=1.CC1(C)C2C(=C(P(C3C=CC=CC=3)C3C=CC=CC=3)C=CC=2)OC2C(P(C3C=CC=CC=3)C3C=CC=CC=3)=CC=CC1=2.C([O-])([O-])=O.[Cs+].[Cs+]. (7) Given the product [CH3:1][C:2]1[CH:11]=[CH:10][C:5]([C:6]2[O:7][C:26]([CH3:27])=[N:9][N:8]=2)=[CH:4][C:3]=1[C:12]1[CH:20]=[C:19]2[C:15]([C:16]3([CH2:25][CH2:24][CH2:23][CH2:22]3)[C:17](=[O:21])[NH:18]2)=[CH:14][CH:13]=1, predict the reactants needed to synthesize it. The reactants are: [CH3:1][C:2]1[CH:11]=[CH:10][C:5]([C:6]([NH:8][NH2:9])=[O:7])=[CH:4][C:3]=1[C:12]1[CH:20]=[C:19]2[C:15]([C:16]3([CH2:25][CH2:24][CH2:23][CH2:22]3)[C:17](=[O:21])[NH:18]2)=[CH:14][CH:13]=1.[CH3:26][C:27](C)(C)C([O-])([O-])[O-].O. (8) Given the product [CH2:13]([C@H:12]([NH:20][C:21](=[O:22])[O:23][C:24]([CH3:26])([CH3:25])[CH3:27])[C@H:11]([OH:28])[C@H:2]1[C:3](=[O:4])[N:5]([CH:6]([CH3:10])[CH2:7][CH2:8][CH3:9])[CH:30]([CH:29]([CH3:39])[CH3:34])[NH:1]1)[C:14]1[CH:19]=[CH:18][CH:17]=[CH:16][CH:15]=1, predict the reactants needed to synthesize it. The reactants are: [NH2:1][C@@H:2]([C@@H:11]([OH:28])[C@@H:12]([NH:20][C:21]([O:23][C:24]([CH3:27])([CH3:26])[CH3:25])=[O:22])[CH2:13][C:14]1[CH:19]=[CH:18][CH:17]=[CH:16][CH:15]=1)[C:3]([NH:5][CH:6]([CH3:10])[CH2:7][CH2:8][CH3:9])=[O:4].[C:29]1([CH3:39])[CH:34]=CC(S(O)(=O)=O)=C[CH:30]=1.[O-]S([O-])(=O)=O.[Na+].[Na+]. (9) Given the product [F:1][C:2]([F:13])([F:14])[C:3]1[CH:8]=[C:7]([Br:28])[CH:6]=[C:5]([C:9]([F:10])([F:11])[F:12])[CH:4]=1, predict the reactants needed to synthesize it. The reactants are: [F:1][C:2]([F:14])([F:13])[C:3]1[CH:8]=[CH:7][CH:6]=[C:5]([C:9]([F:12])([F:11])[F:10])[CH:4]=1.S(=O)(=O)(O)O.CC1(C)N([Br:28])C(=O)N(Br)C1=O.